From a dataset of Forward reaction prediction with 1.9M reactions from USPTO patents (1976-2016). Predict the product of the given reaction. Given the reactants Br[C:2]1[CH:10]=[CH:9][CH:8]=[C:7]2[C:3]=1[C:4]([C:11]#[N:12])=[CH:5][NH:6]2.[C:13]([O:23][CH2:24][CH3:25])(=[O:22])[CH:14]=[CH:15][C:16]1[CH:21]=[CH:20][CH:19]=[CH:18][CH:17]=1, predict the reaction product. The product is: [CH2:24]([O:23][C:13](=[O:22])[CH:14]=[C:15]([C:2]1[CH:10]=[CH:9][CH:8]=[C:7]2[C:3]=1[C:4]([C:11]#[N:12])=[CH:5][NH:6]2)[C:16]1[CH:21]=[CH:20][CH:19]=[CH:18][CH:17]=1)[CH3:25].